Predict the reaction yield, written as a fraction of the theoretical maximum amount of product (1.0 means a 100% yield; for example, 0.34 means a 34% yield). From a dataset of Reaction yield outcomes from USPTO patents with 853,638 reactions. (1) The reactants are [CH3:1][C:2]1([CH3:23])[CH2:6][C:5]2[C:7]([C:13]3[CH:18]=[CH:17][C:16]([C:19]([O:21]C)=[O:20])=[CH:15][CH:14]=3)=[CH:8][CH:9]=[C:10]([O:11][CH3:12])[C:4]=2[O:3]1.[OH-].[Na+]. The catalyst is C(O)C. The product is [C:19]([C:16]1[CH:15]=[CH:14][C:13]([C:7]2[C:5]3[CH2:6][C:2]([CH3:1])([CH3:23])[O:3][C:4]=3[C:10]([O:11][CH3:12])=[CH:9][CH:8]=2)=[CH:18][CH:17]=1)([OH:21])=[O:20]. The yield is 0.859. (2) The reactants are [CH3:1][O:2][C:3](=[O:11])[C:4]1[CH:9]=[CH:8][C:7]([NH2:10])=[CH:6][CH:5]=1.[N:12]1[CH:17]=[CH:16][CH:15]=[C:14]([CH:18]=O)[CH:13]=1.[CH2:20]=[C:21]([CH3:23])[CH3:22].FC(F)(F)S([O-])(=O)=O.[Yb+3].FC(F)(F)S([O-])(=O)=O.FC(F)(F)S([O-])(=O)=O. The catalyst is C(#N)C.C(OCC)(=O)C. The product is [CH3:1][O:2][C:3]([C:4]1[CH:5]=[C:6]2[C:7](=[CH:8][CH:9]=1)[NH:10][CH:18]([C:14]1[CH:13]=[N:12][CH:17]=[CH:16][CH:15]=1)[CH2:20][C:21]2([CH3:23])[CH3:22])=[O:11]. The yield is 0.400. (3) The reactants are [F:1][C:2]1[CH:7]=[CH:6][CH:5]=[C:4]([F:8])[C:3]=1[C:9]([NH:11][C:12]1[S:13][C:14](Br)=[CH:15][N:16]=1)=[O:10].[F:18][C:19]1([F:38])[O:23][C:22]2[CH:24]=[C:25]([CH3:37])[C:26](B3OC(C)(C)C(C)(C)O3)=[CH:27][C:21]=2[O:20]1.[O-]P([O-])([O-])=O.[K+].[K+].[K+]. The catalyst is C(#N)C.O1CCOCC1.O.C(OCC)(=O)C. The product is [F:1][C:2]1[CH:7]=[CH:6][CH:5]=[C:4]([F:8])[C:3]=1[C:9]([NH:11][C:12]1[S:13][C:14]([C:26]2[C:25]([CH3:37])=[CH:24][C:22]3[O:23][C:19]([F:18])([F:38])[O:20][C:21]=3[CH:27]=2)=[CH:15][N:16]=1)=[O:10]. The yield is 0.0900. (4) The reactants are Br[C:2]1[CH:29]=[CH:28][C:5]2[N:6]([C:24]([CH3:27])([CH3:26])[CH3:25])[C:7]([C:9]3[CH:10]=[C:11]([C:20]([OH:23])([CH3:22])[CH3:21])[CH:12]=[CH:13][C:14]=3[N:15]3[CH:19]=[N:18][CH:17]=[N:16]3)=[N:8][C:4]=2[CH:3]=1.[NH2:30][C:31]1[N:36]=[CH:35][C:34](B2OC(C)(C)C(C)(C)O2)=[CH:33][N:32]=1.C([O-])([O-])=O.[Na+].[Na+]. The catalyst is CN(C=O)C.CCOC(C)=O.C1C=CC([P]([Pd]([P](C2C=CC=CC=2)(C2C=CC=CC=2)C2C=CC=CC=2)([P](C2C=CC=CC=2)(C2C=CC=CC=2)C2C=CC=CC=2)[P](C2C=CC=CC=2)(C2C=CC=CC=2)C2C=CC=CC=2)(C2C=CC=CC=2)C2C=CC=CC=2)=CC=1. The product is [NH2:30][C:31]1[N:36]=[CH:35][C:34]([C:2]2[CH:29]=[CH:28][C:5]3[N:6]([C:24]([CH3:26])([CH3:25])[CH3:27])[C:7]([C:9]4[CH:10]=[C:11]([C:20]([OH:23])([CH3:22])[CH3:21])[CH:12]=[CH:13][C:14]=4[N:15]4[CH:19]=[N:18][CH:17]=[N:16]4)=[N:8][C:4]=3[CH:3]=2)=[CH:33][N:32]=1. The yield is 0.680. (5) The reactants are [I:1][C:2]1[C:3]([S:11][C:12]2[NH:13][C:14]3[C:19]([N:20]=2)=[C:18]([NH2:21])[N:17]=[CH:16][N:15]=3)=[CH:4][C:5]2[O:9][CH2:8][O:7][C:6]=2[CH:10]=1.Br[CH2:23][CH2:24][NH:25][S:26]([CH3:29])(=[O:28])=[O:27].C([O-])([O-])=O.[Cs+].[Cs+]. The catalyst is CN(C=O)C. The product is [NH2:21][C:18]1[N:17]=[CH:16][N:15]=[C:14]2[C:19]=1[N:20]=[C:12]([S:11][C:3]1[C:2]([I:1])=[CH:10][C:6]3[O:7][CH2:8][O:9][C:5]=3[CH:4]=1)[N:13]2[CH2:23][CH2:24][NH:25][S:26]([CH3:29])(=[O:28])=[O:27]. The yield is 0.270. (6) The reactants are [Br:1][C:2]1[CH:3]=[C:4]([CH:8]=[C:9](I)[C:10]=1[F:11])[C:5]([OH:7])=[O:6].[OH-:13].[Na+]. The catalyst is O. The product is [Br:1][C:2]1[CH:3]=[C:4]([CH:8]=[C:9]([OH:13])[C:10]=1[F:11])[C:5]([OH:7])=[O:6]. The yield is 0.856. (7) The product is [N:18]1[C:17]2[CH:16]=[CH:15][N:14]=[CH:13][C:12]=2[O:11][C:10]=1[C:7]1[CH:6]=[CH:5][C:4]([NH2:1])=[CH:9][CH:8]=1. The reactants are [N+:1]([C:4]1[CH:9]=[CH:8][C:7]([C:10]2[O:11][C:12]3[CH:13]=[N:14][CH:15]=[CH:16][C:17]=3[N:18]=2)=[CH:6][CH:5]=1)([O-])=O.[NH4+].[Cl-].O. The yield is 0.640. The catalyst is [Fe].CO. (8) The reactants are [NH2:1][C:2]1[CH:9]=[CH:8][CH:7]=[CH:6][C:3]=1[CH2:4]O.[BrH:10].[C:11]1([P:17]([C:24]2[CH:29]=[CH:28][CH:27]=[CH:26][CH:25]=2)[C:18]2[CH:23]=[CH:22][CH:21]=[CH:20][CH:19]=2)[CH:16]=[CH:15][CH:14]=[CH:13][CH:12]=1. The catalyst is C(#N)C. The product is [Br-:10].[C:24]1([P+:17]([C:11]2[CH:12]=[CH:13][CH:14]=[CH:15][CH:16]=2)([C:18]2[CH:23]=[CH:22][CH:21]=[CH:20][CH:19]=2)[CH2:4][C:3]2[CH:6]=[CH:7][CH:8]=[CH:9][C:2]=2[NH2:1])[CH:25]=[CH:26][CH:27]=[CH:28][CH:29]=1. The yield is 0.880. (9) No catalyst specified. The yield is 0.0600. The product is [CH3:21][CH:15]1[CH2:16][O:17][CH2:18][CH:19]([CH3:20])[N:14]1[C:12]1[N:11]=[C:10]([C:22]2[CH:27]=[CH:26][C:25]([NH:28][C:29](=[O:30])[NH:31][CH3:32])=[CH:24][CH:23]=2)[N:9]=[C:8]([C:5]2[CH:4]=[CH:3][C:2]([NH:1][C:40]([NH:39][C:35]3[CH:34]=[N:33][CH:38]=[CH:37][CH:36]=3)=[O:41])=[CH:7][CH:6]=2)[N:13]=1. The reactants are [NH2:1][C:2]1[CH:7]=[CH:6][C:5]([C:8]2[N:13]=[C:12]([N:14]3[CH:19]([CH3:20])[CH2:18][O:17][CH2:16][CH:15]3[CH3:21])[N:11]=[C:10]([C:22]3[CH:27]=[CH:26][C:25]([NH:28][C:29]([NH:31][CH3:32])=[O:30])=[CH:24][CH:23]=3)[N:9]=2)=[CH:4][CH:3]=1.[N:33]1[CH:38]=[CH:37][CH:36]=[C:35]([NH:39][C:40](=O)[O:41]C2C=CC=CC=2)[CH:34]=1. (10) The reactants are C(O[C:4](=[O:21])[CH2:5][C:6]([CH:8]1[CH2:13][CH2:12][N:11]([C:14]([O:16][C:17]([CH3:20])([CH3:19])[CH3:18])=[O:15])[CH2:10][CH2:9]1)=O)C.[Cl:22][C:23]1[CH:31]=[C:30]([C:32]([F:35])([F:34])[F:33])[CH:29]=[C:28]2[C:24]=1[C:25]([NH2:36])=[N:26][NH:27]2.P([O-])([O-])([O-])=O.[K+].[K+].[K+]. The catalyst is COCC(O)C. The product is [Cl:22][C:23]1[C:24]2[C:28]([CH:29]=[C:30]([C:32]([F:33])([F:34])[F:35])[CH:31]=1)=[N:27][N:26]1[C:6]([CH:8]3[CH2:9][CH2:10][N:11]([C:14]([O:16][C:17]([CH3:18])([CH3:19])[CH3:20])=[O:15])[CH2:12][CH2:13]3)=[CH:5][C:4](=[O:21])[NH:36][C:25]=21. The yield is 0.320.